Dataset: Catalyst prediction with 721,799 reactions and 888 catalyst types from USPTO. Task: Predict which catalyst facilitates the given reaction. (1) Reactant: [N+:1]([C:4]1[CH:5]=[C:6]2[C:10](=[CH:11][CH:12]=1)[CH2:9][C:8]1([C:16](=[O:17])[NH:15][C:14](=[O:18])[NH:13]1)[CH2:7]2)([O-])=O.CCOC(C)=O. Product: [NH2:1][C:4]1[CH:5]=[C:6]2[C:10](=[CH:11][CH:12]=1)[CH2:9][C:8]1([C:16](=[O:17])[NH:15][C:14](=[O:18])[NH:13]1)[CH2:7]2. The catalyst class is: 43. (2) Reactant: C(O[CH:4](OCC)[CH2:5][Br:6])C.[NH2:10][C:11]1[CH:16]=[C:15]([CH3:17])[CH:14]=[C:13](Br)[N:12]=1.C(OCC)(=O)C. Product: [Br:6][C:5]1[N:12]2[CH:13]=[CH:14][N:10]=[C:11]2[CH:16]=[C:15]([CH3:17])[CH:4]=1. The catalyst class is: 6. (3) Reactant: [C:1]([NH:4][N:5]=[C:6]([CH2:10][C:11]1[CH:16]=[CH:15][CH:14]=[CH:13][C:12]=1[N+:17]([O-:19])=[O:18])[C:7]([OH:9])=[O:8])(=[S:3])[NH2:2].[N:20]([C:23]1[CH:32]=[CH:31][C:26]([C:27](=O)[CH2:28]Br)=[CH:25][CH:24]=1)=[N+:21]=[N-:22]. Product: [N:20]([C:23]1[CH:32]=[CH:31][C:26]([C:27]2[N:2]=[C:1]([NH:4][N:5]=[C:6]([CH2:10][C:11]3[CH:16]=[CH:15][CH:14]=[CH:13][C:12]=3[N+:17]([O-:19])=[O:18])[C:7]([OH:9])=[O:8])[S:3][CH:28]=2)=[CH:25][CH:24]=1)=[N+:21]=[N-:22]. The catalyst class is: 12. (4) Reactant: [OH:1][CH2:2][CH2:3][N:4]([CH3:16])[CH:5]1[CH2:8][N:7]([C:9]([O:11][C:12]([CH3:15])([CH3:14])[CH3:13])=[O:10])[CH2:6]1.[CH3:17][S:18](Cl)(=[O:20])=[O:19]. Product: [CH3:16][N:4]([CH2:3][CH2:2][O:1][S:18]([CH3:17])(=[O:20])=[O:19])[CH:5]1[CH2:8][N:7]([C:9]([O:11][C:12]([CH3:13])([CH3:15])[CH3:14])=[O:10])[CH2:6]1. The catalyst class is: 2. (5) Reactant: Br[CH2:2][C:3]([C:5]1[CH:10]=[CH:9][CH:8]=[C:7]([Cl:11])[C:6]=1[Cl:12])=[O:4].[S-:13][C:14]#[N:15].[K+].O. Product: [Cl:12][C:6]1[C:7]([Cl:11])=[CH:8][CH:9]=[CH:10][C:5]=1[C:3](=[O:4])[CH2:2][S:13][C:14]#[N:15]. The catalyst class is: 8. (6) Reactant: [Cl:1][C:2]1[CH:3]=[C:4]([C@H:9]([CH2:21][CH:22]=O)[CH2:10][N:11]([CH3:20])[C:12](=[O:19])[C:13]2[CH:18]=[CH:17][CH:16]=[CH:15][CH:14]=2)[CH:5]=[CH:6][C:7]=1[Cl:8].Cl.[CH3:25][N:26]([CH3:41])[C:27]([C:29]1([CH:35]2[CH2:40][CH2:39][CH2:38][CH2:37][CH2:36]2)[CH2:34][CH2:33][NH:32][CH2:31][CH2:30]1)=[O:28].C([O-])(=O)C.[Na+].C(O[BH-](OC(=O)C)OC(=O)C)(=O)C.[Na+]. Product: [C:12]([N:11]([CH3:20])[CH2:10][C@H:9]([C:4]1[CH:5]=[CH:6][C:7]([Cl:8])=[C:2]([Cl:1])[CH:3]=1)[CH2:21][CH2:22][N:32]1[CH2:31][CH2:30][C:29]([CH:35]2[CH2:40][CH2:39][CH2:38][CH2:37][CH2:36]2)([C:27]([N:26]([CH3:41])[CH3:25])=[O:28])[CH2:34][CH2:33]1)(=[O:19])[C:13]1[CH:14]=[CH:15][CH:16]=[CH:17][CH:18]=1. The catalyst class is: 559.